Dataset: Reaction yield outcomes from USPTO patents with 853,638 reactions. Task: Predict the reaction yield, written as a fraction of the theoretical maximum amount of product (1.0 means a 100% yield; for example, 0.34 means a 34% yield). (1) The reactants are [Br:1][C:2]1[CH:7]=[C:6]([C:8]([CH3:11])([CH3:10])[CH3:9])[CH:5]=[CH:4][C:3]=1[NH2:12].[N+:13]([O-])([O-:15])=[O:14].[K+]. The catalyst is OS(O)(=O)=O. The product is [Br:1][C:2]1[CH:7]=[C:6]([C:8]([CH3:9])([CH3:11])[CH3:10])[C:5]([N+:13]([O-:15])=[O:14])=[CH:4][C:3]=1[NH2:12]. The yield is 0.780. (2) The reactants are [CH3:1][C:2]1[C:10]2[C:9](=[O:11])[NH:8][CH:7]=[N:6][C:5]=2[S:4][C:3]=1[S:12](Cl)(=[O:14])=[O:13].CCN(C(C)C)C(C)C.[CH3:25][N:26]([CH3:31])[CH2:27][CH2:28][CH2:29][NH2:30].Cl. The catalyst is C(Cl)Cl. The product is [CH3:25][N:26]([CH3:31])[CH2:27][CH2:28][CH2:29][NH:30][S:12]([C:3]1[S:4][C:5]2[N:6]=[CH:7][NH:8][C:9](=[O:11])[C:10]=2[C:2]=1[CH3:1])(=[O:14])=[O:13]. The yield is 0.890.